This data is from Peptide-MHC class I binding affinity with 185,985 pairs from IEDB/IMGT. The task is: Regression. Given a peptide amino acid sequence and an MHC pseudo amino acid sequence, predict their binding affinity value. This is MHC class I binding data. (1) The MHC is Mamu-A11 with pseudo-sequence Mamu-A11. The binding affinity (normalized) is 0.324. The peptide sequence is SDGGPNLYNI. (2) The peptide sequence is PAPQGSRSLT. The MHC is Mamu-A01 with pseudo-sequence Mamu-A01. The binding affinity (normalized) is 0.186. (3) The peptide sequence is KYTHFFSGF. The MHC is HLA-B08:01 with pseudo-sequence HLA-B08:01. The binding affinity (normalized) is 0.0847. (4) The peptide sequence is YSHGTGTGY. The MHC is Mamu-A02 with pseudo-sequence Mamu-A02. The binding affinity (normalized) is 1.00. (5) The peptide sequence is QAYAAPQLF. The MHC is HLA-A01:01 with pseudo-sequence HLA-A01:01. The binding affinity (normalized) is 0.213. (6) The MHC is HLA-B08:01 with pseudo-sequence HLA-B08:01. The binding affinity (normalized) is 0. The peptide sequence is PLRPMTYK. (7) The peptide sequence is KLSYGIATVR. The MHC is HLA-A11:01 with pseudo-sequence HLA-A11:01. The binding affinity (normalized) is 0.329. (8) The peptide sequence is MTDLSKKGY. The MHC is HLA-A30:01 with pseudo-sequence HLA-A30:01. The binding affinity (normalized) is 0.0847. (9) The peptide sequence is LLNILTIAV. The MHC is HLA-A02:06 with pseudo-sequence HLA-A02:06. The binding affinity (normalized) is 0.542.